Dataset: NCI-60 drug combinations with 297,098 pairs across 59 cell lines. Task: Regression. Given two drug SMILES strings and cell line genomic features, predict the synergy score measuring deviation from expected non-interaction effect. (1) Drug 1: C1=NC2=C(N=C(N=C2N1C3C(C(C(O3)CO)O)O)F)N. Drug 2: CC1=C(C=C(C=C1)C(=O)NC2=CC(=CC(=C2)C(F)(F)F)N3C=C(N=C3)C)NC4=NC=CC(=N4)C5=CN=CC=C5. Cell line: SNB-75. Synergy scores: CSS=-1.47, Synergy_ZIP=0.163, Synergy_Bliss=-2.05, Synergy_Loewe=-2.44, Synergy_HSA=-3.15. (2) Drug 2: CC(C)NC(=O)C1=CC=C(C=C1)CNNC.Cl. Cell line: NCI-H322M. Drug 1: CC1OCC2C(O1)C(C(C(O2)OC3C4COC(=O)C4C(C5=CC6=C(C=C35)OCO6)C7=CC(=C(C(=C7)OC)O)OC)O)O. Synergy scores: CSS=8.25, Synergy_ZIP=3.77, Synergy_Bliss=5.72, Synergy_Loewe=1.44, Synergy_HSA=4.12.